From a dataset of Reaction yield outcomes from USPTO patents with 853,638 reactions. Predict the reaction yield, written as a fraction of the theoretical maximum amount of product (1.0 means a 100% yield; for example, 0.34 means a 34% yield). (1) The reactants are [Cl:1][C:2]1[CH:3]=[C:4]2[C:8](=[C:9]([NH:11][C:12]([C@@H:14]3[CH2:19][O:18][C:17]([CH3:21])([CH3:20])[CH2:16][N:15]3[CH2:22][C:23]([N:25]3[CH2:30][C@@H:29]([CH3:31])[O:28][C@@H:27]([CH3:32])[CH2:26]3)=[O:24])=[O:13])[CH:10]=1)[NH:7][C:6]1[CH:33]=[N:34][CH:35]=[CH:36][C:5]2=1.[C:37]([OH:43])(=[O:42])[CH2:38][C:39]([OH:41])=[O:40].CC(C)=O. The catalyst is C(#N)C. The product is [C:37]([OH:43])(=[O:42])[CH2:38][C:39]([OH:41])=[O:40].[Cl:1][C:2]1[CH:3]=[C:4]2[C:8](=[C:9]([NH:11][C:12]([C@@H:14]3[CH2:19][O:18][C:17]([CH3:21])([CH3:20])[CH2:16][N:15]3[CH2:22][C:23]([N:25]3[CH2:26][C@@H:27]([CH3:32])[O:28][C@@H:29]([CH3:31])[CH2:30]3)=[O:24])=[O:13])[CH:10]=1)[NH:7][C:6]1[CH:33]=[N:34][CH:35]=[CH:36][C:5]2=1. The yield is 0.710. (2) The reactants are [N:1]12[CH2:8][CH2:7][C:4]([C:9]([C:17]3[CH:22]=[CH:21][CH:20]=[CH:19][CH:18]=3)([C:11]3[CH:16]=[CH:15][CH:14]=[CH:13][CH:12]=3)[OH:10])([CH2:5][CH2:6]1)[CH2:3][CH2:2]2.[Br:23][CH2:24][CH2:25][CH2:26][O:27][C:28]1[CH:33]=[CH:32][CH:31]=[CH:30][C:29]=1[O:34][CH2:35][C:36]1[CH:41]=[CH:40][CH:39]=[CH:38][CH:37]=1. The catalyst is CC#N. The product is [Br-:23].[OH:10][C:9]([C:17]1[CH:22]=[CH:21][CH:20]=[CH:19][CH:18]=1)([C:11]1[CH:12]=[CH:13][CH:14]=[CH:15][CH:16]=1)[C:4]12[CH2:5][CH2:6][N+:1]([CH2:24][CH2:25][CH2:26][O:27][C:28]3[CH:33]=[CH:32][CH:31]=[CH:30][C:29]=3[O:34][CH2:35][C:36]3[CH:41]=[CH:40][CH:39]=[CH:38][CH:37]=3)([CH2:2][CH2:3]1)[CH2:8][CH2:7]2. The yield is 0.714. (3) The reactants are [CH3:1][C:2]1[C:3](=[O:9])[NH:4][CH:5]=[C:6]([CH3:8])[CH:7]=1.[F:10][C:11]1[CH:24]=[C:23](I)[CH:22]=[CH:21][C:12]=1[CH2:13][N:14]1[CH2:19][CH2:18][N:17]([CH3:20])[CH2:16][CH2:15]1.C([O-])([O-])=O.[K+].[K+].CN(C=O)C. The catalyst is [Cu]I.C(Cl)Cl.O. The product is [F:10][C:11]1[CH:24]=[C:23]([N:4]2[CH:5]=[C:6]([CH3:8])[CH:7]=[C:2]([CH3:1])[C:3]2=[O:9])[CH:22]=[CH:21][C:12]=1[CH2:13][N:14]1[CH2:15][CH2:16][N:17]([CH3:20])[CH2:18][CH2:19]1. The yield is 0.370.